This data is from Peptide-MHC class II binding affinity with 134,281 pairs from IEDB. The task is: Regression. Given a peptide amino acid sequence and an MHC pseudo amino acid sequence, predict their binding affinity value. This is MHC class II binding data. The binding affinity (normalized) is 0.659. The peptide sequence is ILGFVFTLTVPSERG. The MHC is DRB1_0401 with pseudo-sequence DRB1_0401.